The task is: Predict the reactants needed to synthesize the given product.. This data is from Full USPTO retrosynthesis dataset with 1.9M reactions from patents (1976-2016). (1) The reactants are: [Br:1][C:2]1[CH:3]=[C:4]2[C:9](=[CH:10][CH:11]=1)[S:8][CH:7]([C:12]1[CH:17]=[CH:16][CH:15]=[CH:14][CH:13]=1)[CH2:6][C:5]2=O.[C-]#[N:20].[K+].[CH:22]([NH2:24])=[O:23].CCO[C:28](C)=[O:29]. Given the product [Br:1][C:2]1[CH:3]=[C:4]2[C:9](=[CH:10][CH:11]=1)[S:8][CH:7]([C:12]1[CH:17]=[CH:16][CH:15]=[CH:14][CH:13]=1)[CH2:6][C:5]12[C:22](=[O:23])[NH:24][C:28](=[O:29])[NH:20]1, predict the reactants needed to synthesize it. (2) Given the product [CH:12]1([C:2]2[CH:3]=[C:4]3[CH:10]=[CH:9][NH:8][C:5]3=[N:6][CH:7]=2)[CH2:14][CH2:13]1, predict the reactants needed to synthesize it. The reactants are: I[C:2]1[CH:3]=[C:4]2[CH:10]=[CH:9][NH:8][C:5]2=[N:6][CH:7]=1.[Br-].[CH:12]1([Zn+])[CH2:14][CH2:13]1.O1CCOCC1. (3) Given the product [C:1]([CH2:23][CH:9]1[C:8]2[C:13](=[CH:14][CH:15]=[C:6]([O:5][CH3:4])[CH:7]=2)[CH2:12][N:11]([C:16]([O:18][C:19]([CH3:21])([CH3:20])[CH3:22])=[O:17])[CH2:10]1)#[N:2], predict the reactants needed to synthesize it. The reactants are: [C-:1]#[N:2].[K+].[CH3:4][O:5][C:6]1[CH:7]=[C:8]2[C:13](=[CH:14][CH:15]=1)[CH2:12][N:11]([C:16]([O:18][C:19]([CH3:22])([CH3:21])[CH3:20])=[O:17])[CH2:10][CH:9]2[CH2:23]OS(C)(=O)=O.O. (4) Given the product [OH:38][CH2:37][CH2:36][CH2:35][O:1][C:2]1[CH:11]=[C:10]2[C:5]([C:6]([O:12][C:13]3[C:14]([C:23](=[O:25])[CH3:24])=[N:15][C:16]4[C:21]([CH:22]=3)=[CH:20][CH:19]=[CH:18][CH:17]=4)=[CH:7][CH:8]=[N:9]2)=[CH:4][C:3]=1[O:26][CH3:27], predict the reactants needed to synthesize it. The reactants are: [OH:1][C:2]1[CH:11]=[C:10]2[C:5]([C:6]([O:12][C:13]3[C:14]([C:23](=[O:25])[CH3:24])=[N:15][C:16]4[C:21]([CH:22]=3)=[CH:20][CH:19]=[CH:18][CH:17]=4)=[CH:7][CH:8]=[N:9]2)=[CH:4][C:3]=1[O:26][CH3:27].C(=O)([O-])[O-].[K+].[K+].Br[CH2:35][CH2:36][CH2:37][OH:38].